This data is from Full USPTO retrosynthesis dataset with 1.9M reactions from patents (1976-2016). The task is: Predict the reactants needed to synthesize the given product. (1) Given the product [Cl:33][C:30]1[CH:31]=[CH:32][C:27]([C@@H:9]([C:6]2[CH:5]=[CH:4][C:3]([CH2:2][N:34]3[CH2:39][CH2:38][S:37][CH2:36][CH2:35]3)=[CH:8][CH:7]=2)[N:10]2[CH2:13][C:12](=[C:14]([C:19]3[CH:20]=[C:21]([F:26])[CH:22]=[C:23]([F:25])[CH:24]=3)[S:15]([CH3:18])(=[O:16])=[O:17])[CH2:11]2)=[CH:28][CH:29]=1, predict the reactants needed to synthesize it. The reactants are: Cl[CH2:2][C:3]1[CH:8]=[CH:7][C:6]([C@H:9]([C:27]2[CH:32]=[CH:31][C:30]([Cl:33])=[CH:29][CH:28]=2)[N:10]2[CH2:13][C:12](=[C:14]([C:19]3[CH:24]=[C:23]([F:25])[CH:22]=[C:21]([F:26])[CH:20]=3)[S:15]([CH3:18])(=[O:17])=[O:16])[CH2:11]2)=[CH:5][CH:4]=1.[NH:34]1[CH2:39][CH2:38][S:37][CH2:36][CH2:35]1. (2) The reactants are: [Br:1][C:2]1[C:7]([O:8][CH3:9])=[CH:6][C:5]([C:10]2[O:14][N:13]=[C:12]([CH:15]([OH:31])[CH:16]([O:29][CH3:30])[C:17]3[CH:22]=[CH:21][C:20]([N:23]4[CH2:28][CH2:27][O:26][CH2:25][CH2:24]4)=[CH:19][CH:18]=3)[N:11]=2)=[CH:4][C:3]=1[O:32][CH3:33].CC(OI1(OC(C)=O)(OC(C)=O)OC(=O)C2C1=CC=CC=2)=O. Given the product [Br:1][C:2]1[C:3]([O:32][CH3:33])=[CH:4][C:5]([C:10]2[O:14][N:13]=[C:12]([C:15](=[O:31])[CH:16]([O:29][CH3:30])[C:17]3[CH:22]=[CH:21][C:20]([N:23]4[CH2:28][CH2:27][O:26][CH2:25][CH2:24]4)=[CH:19][CH:18]=3)[N:11]=2)=[CH:6][C:7]=1[O:8][CH3:9], predict the reactants needed to synthesize it. (3) Given the product [NH2:20][C:13]1[C:14]([O:18][CH3:19])=[CH:15][CH:16]=[CH:17][C:12]=1[C:10]([C:7]1[CH:6]=[CH:5][C:4]([CH:1]([CH3:3])[CH3:2])=[CH:9][CH:8]=1)=[O:11], predict the reactants needed to synthesize it. The reactants are: [CH:1]([C:4]1[CH:9]=[CH:8][C:7]([C:10]([C:12]2[CH:17]=[CH:16][CH:15]=[C:14]([O:18][CH3:19])[C:13]=2[N+:20]([O-])=O)=[O:11])=[CH:6][CH:5]=1)([CH3:3])[CH3:2].